This data is from Forward reaction prediction with 1.9M reactions from USPTO patents (1976-2016). The task is: Predict the product of the given reaction. (1) Given the reactants [CH3:1][O:2][C:3]1[CH:4]=[C:5]([CH:32]=[CH:33][C:34]=1[O:35][CH3:36])[CH2:6][CH:7]1[C:13]2[CH:14]=[C:15]([O:20][CH3:21])[C:16]([O:18][CH3:19])=[CH:17][C:12]=2[CH2:11][CH2:10][CH2:9][N:8]1[CH:22]([C:26]1[CH:31]=[CH:30][CH:29]=[CH:28][CH:27]=1)[C:23](O)=[O:24].Br.[NH2:38][CH:39]1[CH2:44][CH2:43][O:42][C:40]1=[O:41], predict the reaction product. The product is: [CH3:1][O:2][C:3]1[CH:4]=[C:5]([CH:32]=[CH:33][C:34]=1[O:35][CH3:36])[CH2:6][CH:7]1[C:13]2[CH:14]=[C:15]([O:20][CH3:21])[C:16]([O:18][CH3:19])=[CH:17][C:12]=2[CH2:11][CH2:10][CH2:9][N:8]1[CH:22]([C:26]1[CH:31]=[CH:30][CH:29]=[CH:28][CH:27]=1)[C:23]([NH:38][CH:39]1[CH2:44][CH2:43][O:42][C:40]1=[O:41])=[O:24]. (2) Given the reactants [F:1][C:2]1[CH:7]=[CH:6][C:5]([C:8]([CH3:13])([CH3:12])[C:9]([OH:11])=O)=[CH:4][CH:3]=1.[CH3:14][NH:15][C@H:16]1[CH2:35][N:20]2[C:21]3[C:26]([C:27]([CH2:28][C:29]([O:31]CCC)=[O:30])=[C:19]2[CH2:18][CH2:17]1)=[CH:25][CH:24]=[CH:23][CH:22]=3, predict the reaction product. The product is: [F:1][C:2]1[CH:3]=[CH:4][C:5]([C:8]([CH3:13])([CH3:12])[C:9]([N:15]([CH3:14])[C@H:16]2[CH2:35][N:20]3[C:21]4[C:26]([C:27]([CH2:28][C:29]([OH:31])=[O:30])=[C:19]3[CH2:18][CH2:17]2)=[CH:25][CH:24]=[CH:23][CH:22]=4)=[O:11])=[CH:6][CH:7]=1.